Dataset: Drug-target binding data from BindingDB using IC50 measurements. Task: Regression. Given a target protein amino acid sequence and a drug SMILES string, predict the binding affinity score between them. We predict pIC50 (pIC50 = -log10(IC50 in M); higher means more potent). Dataset: bindingdb_ic50. (1) The small molecule is O=C(O)Cc1ccc2c(c1)C(=O)c1ccccc1CS2. The target protein (P15038) has sequence MELKATTLGKRLAQHPYDRAVILNAGIKVSGDRHEYLIPFNQLLAIHCKRGLVWGELEFVLPDEKVVRLHGTEWGETQRFYHHLDAHWRRWSGEMSEIASGVLRQQLDLIATRTGENKWLTREQTSGVQQQIRQALSALPLPVNRLEEFDNCREAWRKCQAWLKDIESARLQHNQAYTEAMLTEYADFFRQVESSPLNPAQARAVVNGEHSLLVLAGAGSGKTSVLVARAGWLLARGEASPEQILLLAFGRKAAEEMDERIRERLHTEDITARTFHALALHIIQQGSKKVPIVSKLENDTAARHELFIAEWRKQCSEKKAQAKGWRQWLTEEMQWSVPEGNFWDDEKLQRRLASRLDRWVSLMRMHGGAQAEMIASAPEEIRDLFSKRIKLMAPLLKAWKGALKAENAVDFSGLIHQAIVILEKGRFISPWKHILVDEFQDISPQRAALLAALRKQNSQTTLFAVGDDWQAIYRFSGAQMSLTTAFHENFGEGERCDLDT.... The pIC50 is 5.3. (2) The small molecule is Cc1ncc(C)n2nc(CCc3ccc4cc5c(cc4n3)OC(F)(F)O5)nc12. The target protein sequence is ICTSEEWQGLMQFTLPVRLCKEIELFHFDIGPFENMWPGIFVYMVHRSCGTSCFELEKLCRFIMSVKKNYRRVPYHNWKHAVTVAHCMYAILQNNHTLFTDLERKGLLIACLCHDLDHRGFSNSYLQKFDHPLAALYSTSTMEQHHFSQTVSILQLEGHNIFSTLSSSEYEQVLEIIRKAIIATDLALYFGNRKQLEEMYQTGSLNLNNQSHRDRVIGLMMTACDLCSVTKLWPVTKLTANDIYAEFWAEGDEMKKLGIQPIPMMDRDKKDEVPQGQLGFYNAVAIPCYTTLTQILPPTEPLLKACRDNLSQWEKVIRGEETATWISSPSVAQKAAASED. The pIC50 is 6.3.